Dataset: Reaction yield outcomes from USPTO patents with 853,638 reactions. Task: Predict the reaction yield, written as a fraction of the theoretical maximum amount of product (1.0 means a 100% yield; for example, 0.34 means a 34% yield). (1) The reactants are [Cl:1][C:2]1[CH:3]=[C:4]([CH:7]=[CH:8][C:9]=1[O:10][CH:11]([CH3:13])[CH3:12])[CH:5]=[O:6].[BH4-].[Na+]. No catalyst specified. The product is [Cl:1][C:2]1[CH:3]=[C:4]([CH2:5][OH:6])[CH:7]=[CH:8][C:9]=1[O:10][CH:11]([CH3:13])[CH3:12]. The yield is 0.990. (2) The reactants are [F:1][C:2]1[CH:3]=[CH:4][C:5]2[NH:10][CH2:9][CH2:8][O:7][C:6]=2[CH:11]=1.[Br:12][CH2:13][CH2:14][CH2:15]Br.C(=O)([O-])[O-].[Na+].[Na+]. The yield is 0.470. The product is [F:1][C:2]1[CH:3]=[CH:4][C:5]2[N:10]([CH2:15][CH2:14][CH2:13][Br:12])[CH2:9][CH2:8][O:7][C:6]=2[CH:11]=1. The catalyst is CN(C=O)C.C(OCC)(=O)C.